This data is from Full USPTO retrosynthesis dataset with 1.9M reactions from patents (1976-2016). The task is: Predict the reactants needed to synthesize the given product. Given the product [O:24]1[C:29]2[CH:30]=[CH:31][C:32]([CH2:34][NH:1][CH:2]3[C:7](=[O:8])[NH:6][CH:5]([C:9]([NH:11][C:12]4[C:21]5[C:16](=[CH:17][CH:18]=[C:19]([O:22][CH3:23])[N:20]=5)[N:15]=[CH:14][CH:13]=4)=[O:10])[CH2:4][CH2:3]3)=[CH:33][C:28]=2[O:27][CH2:26][CH2:25]1, predict the reactants needed to synthesize it. The reactants are: [NH2:1][CH:2]1[C:7](=[O:8])[NH:6][CH:5]([C:9]([NH:11][C:12]2[C:21]3[C:16](=[CH:17][CH:18]=[C:19]([O:22][CH3:23])[N:20]=3)[N:15]=[CH:14][CH:13]=2)=[O:10])[CH2:4][CH2:3]1.[O:24]1[C:29]2[CH:30]=[CH:31][C:32]([CH:34]=O)=[CH:33][C:28]=2[O:27][CH2:26][CH2:25]1.[BH3-]C#N.[Na+].